From a dataset of Peptide-MHC class I binding affinity with 185,985 pairs from IEDB/IMGT. Regression. Given a peptide amino acid sequence and an MHC pseudo amino acid sequence, predict their binding affinity value. This is MHC class I binding data. (1) The peptide sequence is YIDNTTSWY. The MHC is HLA-A31:01 with pseudo-sequence HLA-A31:01. The binding affinity (normalized) is 0.0847. (2) The peptide sequence is AWLLNILTIAV. The MHC is H-2-Db with pseudo-sequence H-2-Db. The binding affinity (normalized) is 0.227. (3) The peptide sequence is CVFKFIVAK. The MHC is HLA-A68:02 with pseudo-sequence HLA-A68:02. The binding affinity (normalized) is 0.0847. (4) The peptide sequence is DLVKSSFVK. The MHC is HLA-A31:01 with pseudo-sequence HLA-A31:01. The binding affinity (normalized) is 0.580.